Dataset: Retrosynthesis with 50K atom-mapped reactions and 10 reaction types from USPTO. Task: Predict the reactants needed to synthesize the given product. (1) Given the product O=C(O)c1ccc(-c2ccc3c(F)c(O)ccc3c2)c(F)c1, predict the reactants needed to synthesize it. The reactants are: O=C(O)c1ccc(B(O)O)c(F)c1.Oc1ccc2cc(Br)ccc2c1F. (2) Given the product Oc1ccc2[nH]cc(CCCCN3CCN(c4ccc5c(c4)CCCO5)CC3)c2c1, predict the reactants needed to synthesize it. The reactants are: COc1ccc2[nH]cc(CCCCN3CCN(c4ccc5c(c4)CCCO5)CC3)c2c1. (3) Given the product Nc1ncccc1-c1ccc(F)nc1, predict the reactants needed to synthesize it. The reactants are: Nc1ncccc1Br.OB(O)c1ccc(F)nc1. (4) Given the product Fc1ccc(C#Cc2cncc(Cl)c2)cc1, predict the reactants needed to synthesize it. The reactants are: C#Cc1ccc(F)cc1.O=S(=O)(Oc1cncc(Cl)c1)C(F)(F)F. (5) Given the product COc1ccc(Cn2nc(N3CCC(N(C)C)CC3)c3c(Oc4ccc(N)cc4F)ccnc32)cc1, predict the reactants needed to synthesize it. The reactants are: CN(C)C1CCNCC1.COc1ccc(Cn2nc(I)c3c(Oc4ccc(N)cc4F)ccnc32)cc1.